This data is from Forward reaction prediction with 1.9M reactions from USPTO patents (1976-2016). The task is: Predict the product of the given reaction. Given the reactants [Br:1][C:2]1[CH:3]=[CH:4][C:5]([Cl:17])=[C:6]([C:8]2[NH:12][C:11]3[CH:13]=[CH:14][CH:15]=[CH:16][C:10]=3[N:9]=2)[CH:7]=1.[OH-].[Na+].[O:20](C(OC(C)(C)C)=O)[C:21]([O:23][C:24]([CH3:27])([CH3:26])[CH3:25])=O, predict the reaction product. The product is: [Br:1][C:2]1[CH:3]=[CH:4][C:5]([Cl:17])=[C:6]([C:8]2[N:9]([C:21]([O:23][C:24]([CH3:27])([CH3:26])[CH3:25])=[O:20])[C:10]3[CH:16]=[CH:15][CH:14]=[CH:13][C:11]=3[N:12]=2)[CH:7]=1.